Dataset: Catalyst prediction with 721,799 reactions and 888 catalyst types from USPTO. Task: Predict which catalyst facilitates the given reaction. Reactant: [H-].[Na+].[O:3]([CH3:15])[CH:4]1[O:12][C@H:11]([CH2:13][OH:14])[C@@H:9]([OH:10])[C@H:7]([OH:8])[C@H:5]1O.[CH:16]1[CH:21]=[CH:20][C:19]([CH2:22]Br)=[CH:18][CH:17]=1.[CH3:24][OH:25]. Product: [CH2:24]([O:25][C@@H:5]1[C@@H:7]([O:8][CH2:22][C:19]2[CH:20]=[CH:21][CH:16]=[CH:17][CH:18]=2)[C@H:9]([O:10][CH2:22][C:19]2[CH:20]=[CH:21][CH:16]=[CH:17][CH:18]=2)[C@@H:11]([CH2:13][O:14][CH2:22][C:19]2[CH:20]=[CH:21][CH:16]=[CH:17][CH:18]=2)[O:12][C@@H:4]1[O:3][CH3:15])[C:16]1[CH:21]=[CH:20][CH:19]=[CH:18][CH:17]=1. The catalyst class is: 3.